From a dataset of Forward reaction prediction with 1.9M reactions from USPTO patents (1976-2016). Predict the product of the given reaction. (1) Given the reactants [N:1]([CH2:4][C:5]1[CH:10]=[CH:9][C:8]([Cl:11])=[C:7]([O:12][C:13]2[CH:18]=[C:17]([Br:19])[CH:16]=[C:15]([F:20])[C:14]=2[Cl:21])[C:6]=1[F:22])=[N+]=[N-].C1(P(C2C=CC=CC=2)C2C=CC=CC=2)C=CC=CC=1.O, predict the reaction product. The product is: [Br:19][C:17]1[CH:16]=[C:15]([F:20])[C:14]([Cl:21])=[C:13]([O:12][C:7]2[C:6]([F:22])=[C:5]([CH2:4][NH2:1])[CH:10]=[CH:9][C:8]=2[Cl:11])[CH:18]=1. (2) Given the reactants Br[C:2]1[CH:10]=[CH:9][N:8]=[C:7]2[C:3]=1[CH:4]=[CH:5][NH:6]2.[Li]CCCC.CON(C)[C:19](=[O:21])[CH3:20], predict the reaction product. The product is: [C:19]([C:2]1[CH:10]=[CH:9][N:8]=[C:7]2[NH:6][CH:5]=[CH:4][C:3]=12)(=[O:21])[CH3:20]. (3) Given the reactants [N+:1]([C:4]1[CH:5]=[C:6]([CH:11]=[CH:12][CH:13]=1)[CH:7]=[CH:8][CH:9]=O)([O-:3])=[O:2].[NH2:14][NH:15][C:16]([NH2:18])=[S:17], predict the reaction product. The product is: [N+:1]([C:4]1[CH:5]=[C:6]([CH:11]=[CH:12][CH:13]=1)[CH:7]=[CH:8][CH:9]=[N:14][NH:15][C:16]([NH2:18])=[S:17])([O-:3])=[O:2]. (4) Given the reactants CS[C:3]1[S:4]/[C:5](=[CH:9]\[C:10]2[CH:11]=[C:12]3[C:17](=[CH:18][CH:19]=2)[N:16]=[CH:15][CH:14]=[CH:13]3)/[C:6](=[O:8])[N:7]=1.[CH2:20]([O:22][C:23]1[CH:28]=[CH:27][CH:26]=[CH:25][C:24]=1[CH2:29][CH2:30][NH2:31])[CH3:21].CCN(C(C)C)C(C)C, predict the reaction product. The product is: [CH2:20]([O:22][C:23]1[CH:28]=[CH:27][CH:26]=[CH:25][C:24]=1[CH2:29][CH2:30][NH:31][C:3]1[S:4]/[C:5](=[CH:9]\[C:10]2[CH:11]=[C:12]3[C:17](=[CH:18][CH:19]=2)[N:16]=[CH:15][CH:14]=[CH:13]3)/[C:6](=[O:8])[N:7]=1)[CH3:21]. (5) Given the reactants [NH2:1][C:2]1[CH:10]=[CH:9][C:5]2[N:6]=[CH:7][S:8][C:4]=2[CH:3]=1.[C:11](Cl)(Cl)=[S:12].Cl.[CH2:16]([N:18](CC)[CH2:19]C)C, predict the reaction product. The product is: [NH3:1].[S:12]1[CH2:11][CH2:19][N:18]=[C:16]1[NH:1][C:2]1[CH:10]=[CH:9][C:5]2[N:6]=[CH:7][S:8][C:4]=2[CH:3]=1. (6) Given the reactants [NH:1]1[CH2:6][CH2:5][O:4][CH:3]([C:7]2[NH:8][C:9]3[CH:14]=[CH:13][N:12]=[CH:11][C:10]=3[N:15]=2)[CH2:2]1.[Cl:16][C:17]1[CH:22]=[C:21](Cl)[N:20]=[C:19]([NH2:24])[N:18]=1.CCN(C(C)C)C(C)C, predict the reaction product. The product is: [Cl:16][C:17]1[CH:22]=[C:21]([N:1]2[CH2:6][CH2:5][O:4][CH:3]([C:7]3[NH:8][C:9]4[CH:14]=[CH:13][N:12]=[CH:11][C:10]=4[N:15]=3)[CH2:2]2)[N:20]=[C:19]([NH2:24])[N:18]=1. (7) Given the reactants [CH3:1][C:2]1[CH:9]=[CH:8][C:5]([CH2:6]Br)=[CH:4][C:3]=1[Br:10].[CH3:11][C:12]([O:15][C:16]([NH:18][C:19]([O:21][C:22]([CH3:25])([CH3:24])[CH3:23])=[O:20])=[O:17])([CH3:14])[CH3:13].[H-].[Na+], predict the reaction product. The product is: [C:22]([O:21][C:19]([N:18]([CH2:6][C:5]1[CH:8]=[CH:9][C:2]([CH3:1])=[C:3]([Br:10])[CH:4]=1)[C:16]([O:15][C:12]([CH3:14])([CH3:13])[CH3:11])=[O:17])=[O:20])([CH3:25])([CH3:24])[CH3:23].